From a dataset of Forward reaction prediction with 1.9M reactions from USPTO patents (1976-2016). Predict the product of the given reaction. (1) Given the reactants [F:1][C:2]1[C:7]([O:8][CH:9]([CH3:11])[CH3:10])=[CH:6][CH:5]=[C:4]([F:12])[C:3]=1[OH:13].[CH2:14]([O:16][C:17](=[O:21])[C:18]#[C:19][CH3:20])[CH3:15].N12CCCN=C1CCCCC2, predict the reaction product. The product is: [CH2:14]([O:16][C:17](=[O:21])/[CH:18]=[C:19](/[O:13][C:3]1[C:4]([F:12])=[CH:5][CH:6]=[C:7]([O:8][CH:9]([CH3:11])[CH3:10])[C:2]=1[F:1])\[CH3:20])[CH3:15]. (2) Given the reactants [NH2:1][C:2]1[CH:7]=[C:6]([CH3:8])[C:5]([S:9]([NH2:12])(=[O:11])=[O:10])=[C:4]([CH3:13])[CH:3]=1.Cl.[Br:15][C:16]1[C:17]([O:23][C@H:24]([CH3:28])[C@H:25]([OH:27])[CH3:26])=[N:18][C:19](Cl)=[N:20][CH:21]=1, predict the reaction product. The product is: [Br:15][C:16]1[C:17]([O:23][C@H:24]([CH3:28])[C@H:25]([OH:27])[CH3:26])=[N:18][C:19]([NH:1][C:2]2[CH:3]=[C:4]([CH3:13])[C:5]([S:9]([NH2:12])(=[O:10])=[O:11])=[C:6]([CH3:8])[CH:7]=2)=[N:20][CH:21]=1. (3) Given the reactants [C:1]([O:9][CH2:10][CH2:11][C:12]([OH:17])([CH3:16])[CH2:13][CH2:14]O)(=[O:8])[C:2]1[CH:7]=[CH:6][CH:5]=[CH:4][CH:3]=1.C(Br)(Br)(Br)[Br:19].C1(P(C2C=CC=CC=2)C2C=CC=CC=2)C=CC=CC=1.O, predict the reaction product. The product is: [C:1]([O:9][CH2:10][CH2:11][C:12]([OH:17])([CH3:16])[CH2:13][CH2:14][Br:19])(=[O:8])[C:2]1[CH:7]=[CH:6][CH:5]=[CH:4][CH:3]=1.